The task is: Predict the reactants needed to synthesize the given product.. This data is from Full USPTO retrosynthesis dataset with 1.9M reactions from patents (1976-2016). (1) Given the product [CH:1]([O:4][CH:5]([C:22]1[CH:23]=[CH:24][N:25]=[CH:26][CH:27]=1)[CH2:6][N:7]1[C:15]2[CH:14]=[CH:13][C:12]([CH3:16])=[CH:11][C:10]=2[C:9]2[CH2:17][N:18]([CH3:21])[CH2:19][CH2:20][C:8]1=2)([CH3:3])[CH3:2], predict the reactants needed to synthesize it. The reactants are: [CH:1]([O:4][C:5]([C:22]1[CH:27]=[CH:26][N:25]=[CH:24][CH:23]=1)=[CH:6][N:7]1[C:15]2[CH:14]=[CH:13][C:12]([CH3:16])=[CH:11][C:10]=2[C:9]2[CH2:17][N:18]([CH3:21])[CH2:19][CH2:20][C:8]1=2)([CH3:3])[CH3:2]. (2) The reactants are: Br[C:2]1[CH:3]=[C:4]2[C:13](=[CH:14][CH:15]=1)[O:12][CH2:11][C:10]1[N:5]2[CH:6]([CH3:17])[C:7](=[O:16])[NH:8][N:9]=1.[C:18]([O:22][C:23]([N:25]1[CH2:28][C:27](=[CH2:29])[CH2:26]1)=[O:24])([CH3:21])([CH3:20])[CH3:19].CC1C(P(C2C(C)=CC=CC=2)C2C(C)=CC=CC=2)=CC=CC=1.C(N(CC)CC)C. Given the product [C:18]([O:22][C:23]([N:25]1[CH2:28][C:27](=[CH:29][C:2]2[CH:3]=[C:4]3[C:13](=[CH:14][CH:15]=2)[O:12][CH2:11][C:10]2[N:5]3[CH:6]([CH3:17])[C:7](=[O:16])[NH:8][N:9]=2)[CH2:26]1)=[O:24])([CH3:21])([CH3:20])[CH3:19], predict the reactants needed to synthesize it. (3) Given the product [C:26]([OH:28])(=[O:27])[CH3:25].[CH2:8]([NH:12][C:13]1[CH:14]=[CH:15][C:16]2[N:17]([C:19]([C:22]3[CH:23]=[CH:24][C:25]([C:26]4[NH:6][CH2:5][CH2:4][CH2:3][N:7]=4)=[CH:30][CH:31]=3)=[CH:20][N:21]=2)[N:18]=1)[CH2:9][CH2:10][CH3:11], predict the reactants needed to synthesize it. The reactants are: C[Al].[CH2:3]([NH2:7])[CH2:4][CH2:5][NH2:6].[CH2:8]([NH:12][C:13]1[CH:14]=[CH:15][C:16]2[N:17]([C:19]([C:22]3[CH:31]=[CH:30][C:25]([C:26]([O:28]C)=[O:27])=[CH:24][CH:23]=3)=[CH:20][N:21]=2)[N:18]=1)[CH2:9][CH2:10][CH3:11].O. (4) Given the product [CH2:1]([O:3][C:4]([C:6]1[N:7]([CH2:23][C:24]2[C:33]3[C:28](=[CH:29][CH:30]=[C:31]([F:34])[CH:32]=3)[CH:27]=[CH:26][CH:25]=2)[C:8]2[C:13]([C:14]=1[CH2:15][C:16]([O:18][CH2:19][CH3:20])=[O:17])=[CH:12][C:11]([F:21])=[CH:10][CH:9]=2)=[O:5])[CH3:2], predict the reactants needed to synthesize it. The reactants are: [CH2:1]([O:3][C:4]([C:6]1[NH:7][C:8]2[C:13]([C:14]=1[CH2:15][C:16]([O:18][CH2:19][CH3:20])=[O:17])=[CH:12][C:11]([F:21])=[CH:10][CH:9]=2)=[O:5])[CH3:2].Br[CH2:23][C:24]1[C:33]2[C:28](=[CH:29][CH:30]=[C:31]([F:34])[CH:32]=2)[CH:27]=[CH:26][CH:25]=1. (5) Given the product [CH:26]1[C:25]([C:28]#[N:29])=[CH:24][CH:23]=[C:22]([CH:21]([N:2]2[N:3]=[CH:4][N:5]=[CH:6]2)[C:18]2[CH:17]=[CH:16][C:15]([C:13]#[N:14])=[CH:20][CH:19]=2)[CH:27]=1, predict the reactants needed to synthesize it. The reactants are: O.[NH:2]1[CH:6]=[N:5][CH:4]=[N:3]1.C(=O)([O-])[O-].[K+].[K+].[C:13]([C:15]1[CH:20]=[CH:19][C:18]([CH:21](OS(C2C(C)=CC=CC=2)(=O)=O)[C:22]2[CH:27]=[CH:26][C:25]([C:28]#[N:29])=[CH:24][CH:23]=2)=[CH:17][CH:16]=1)#[N:14]. (6) The reactants are: CC1C=CC(S(OC[C@H:13]2[CH2:26][O:25][C:16]3[CH:17]=[CH:18][C:19]4[N:20]=[C:21]([CH3:24])[O:22][C:23]=4[C:15]=3[O:14]2)(=O)=O)=CC=1.[F:27][C:28]1[CH:36]=[C:35]2[C:31]([C:32]([C:37]3[CH2:38][CH2:39][NH:40][CH2:41][CH:42]=3)=[CH:33][NH:34]2)=[CH:30][CH:29]=1.[CH3:43]S(C)=O. Given the product [F:27][C:28]1[CH:36]=[C:35]2[C:31]([C:32]([C:37]3[CH2:38][CH2:39][N:40]([CH2:43][C:18]4[CH:17]=[C:16]5[C:15]([O:14][CH2:13][CH2:26][O:25]5)=[C:23]5[O:22][C:21]([CH3:24])=[N:20][C:19]=45)[CH2:41][CH:42]=3)=[CH:33][NH:34]2)=[CH:30][CH:29]=1, predict the reactants needed to synthesize it.